This data is from NCI-60 drug combinations with 297,098 pairs across 59 cell lines. The task is: Regression. Given two drug SMILES strings and cell line genomic features, predict the synergy score measuring deviation from expected non-interaction effect. (1) Drug 1: CC1=C(C=C(C=C1)NC(=O)C2=CC=C(C=C2)CN3CCN(CC3)C)NC4=NC=CC(=N4)C5=CN=CC=C5. Drug 2: C(=O)(N)NO. Cell line: BT-549. Synergy scores: CSS=-5.37, Synergy_ZIP=3.67, Synergy_Bliss=2.53, Synergy_Loewe=-4.56, Synergy_HSA=-5.31. (2) Drug 1: CN(C)C1=NC(=NC(=N1)N(C)C)N(C)C. Drug 2: C1=NC2=C(N=C(N=C2N1C3C(C(C(O3)CO)O)F)Cl)N. Cell line: SK-OV-3. Synergy scores: CSS=5.86, Synergy_ZIP=-2.16, Synergy_Bliss=-5.80, Synergy_Loewe=-26.4, Synergy_HSA=-6.66.